Dataset: Catalyst prediction with 721,799 reactions and 888 catalyst types from USPTO. Task: Predict which catalyst facilitates the given reaction. (1) Reactant: O.[C:2](=[O:5])([O-:4])[O-].[K+].[K+].[C:8]([C:10]1[CH:15]=[CH:14][C:13]([CH:16]2[N:21]3[N:22]=[C:23]([N:25]4C(=O)[C:32]5[C:27](=[CH:28][CH:29]=[CH:30][CH:31]=5)[C:26]4=[O:35])[N:24]=[C:20]3[N:19]([C:36]3[CH:41]=[CH:40][CH:39]=[C:38]([C:42]([F:45])([F:44])[F:43])[CH:37]=3)[C:18]([CH3:46])=[C:17]2[C:47]([O:49][CH2:50][CH3:51])=[O:48])=[CH:12][CH:11]=1)#[N:9].Cl. Product: [C:8]([C:10]1[CH:11]=[CH:12][C:13]([CH:16]2[N:21]3[N:22]=[C:23]([NH:25][C:26]([C:27]4[CH:28]=[CH:29][CH:30]=[CH:31][C:32]=4[C:2]([OH:4])=[O:5])=[O:35])[N:24]=[C:20]3[N:19]([C:36]3[CH:41]=[CH:40][CH:39]=[C:38]([C:42]([F:43])([F:45])[F:44])[CH:37]=3)[C:18]([CH3:46])=[C:17]2[C:47]([O:49][CH2:50][CH3:51])=[O:48])=[CH:14][CH:15]=1)#[N:9]. The catalyst class is: 8. (2) Reactant: [CH3:1][O:2][C:3]1[CH:24]=[CH:23][C:6]([CH2:7][NH:8][C:9]2[C:14]([C:15]([O:17][CH2:18][CH3:19])=[O:16])=[CH:13][N:12]=[C:11](S(C)=O)[N:10]=2)=[CH:5][C:4]=1[CH3:25].Cl.[CH:27]12[CH2:32][CH:31]1[CH2:30][NH:29][CH2:28]2.C(N(CC)CC)C.O. Product: [CH:27]12[CH2:32][CH:31]1[CH2:30][N:29]([C:11]1[N:10]=[C:9]([NH:8][CH2:7][C:6]3[CH:23]=[CH:24][C:3]([O:2][CH3:1])=[C:4]([CH3:25])[CH:5]=3)[C:14]([C:15]([O:17][CH2:18][CH3:19])=[O:16])=[CH:13][N:12]=1)[CH2:28]2. The catalyst class is: 4. (3) Reactant: [C:1]([O:5][C:6]([N:8]1[CH2:13][CH2:12][CH:11]([C:14]2[CH:19]=[CH:18][CH:17]=[C:16]([O:20][CH3:21])[CH:15]=2)[CH:10]([OH:22])[CH2:9]1)=[O:7])([CH3:4])([CH3:3])[CH3:2].N1C=CC=CC=1.CC(OI1(OC(C)=O)(OC(C)=O)OC(=O)C2C=CC=CC1=2)=O. Product: [C:1]([O:5][C:6]([N:8]1[CH2:13][CH2:12][CH:11]([C:14]2[CH:19]=[CH:18][CH:17]=[C:16]([O:20][CH3:21])[CH:15]=2)[C:10](=[O:22])[CH2:9]1)=[O:7])([CH3:4])([CH3:3])[CH3:2]. The catalyst class is: 2. (4) Reactant: C([O:3][C:4](=[O:14])[CH2:5][S:6](=[O:13])(=[O:12])[NH:7][C:8]([CH3:11])([CH3:10])[CH3:9])C.[OH-].[Na+].Cl. Product: [C:8]([NH:7][S:6]([CH2:5][C:4]([OH:14])=[O:3])(=[O:13])=[O:12])([CH3:11])([CH3:9])[CH3:10]. The catalyst class is: 88. (5) Reactant: [CH2:1]1[CH:5]2[CH2:6][N:7]([C:9]3[CH:15]=[CH:14][C:12]([NH2:13])=[CH:11][CH:10]=3)[CH2:8][CH:4]2[CH2:3][O:2]1.C(=O)([O-])[O-].[K+].[K+].[Cl:22][C:23]1[N:28]=[C:27](Cl)[N:26]=[CH:25][N:24]=1. Product: [Cl:22][C:23]1[N:28]=[CH:27][N:26]=[C:25]([NH:13][C:12]2[CH:14]=[CH:15][C:9]([N:7]3[CH2:6][CH:5]4[CH2:1][O:2][CH2:3][CH:4]4[CH2:8]3)=[CH:10][CH:11]=2)[N:24]=1. The catalyst class is: 4. (6) Reactant: [Cl:1][C:2]1[CH:7]=[CH:6][C:5]([NH:8][C@H:9]([C:35]2[CH:49]=[CH:48][C:38]([O:39][CH2:40][C:41]([O:43][C:44]([CH3:47])([CH3:46])[CH3:45])=[O:42])=[CH:37][CH:36]=2)[CH:10]([S:25][CH2:26][C:27]2[CH:32]=[CH:31][C:30]([O:33][CH3:34])=[CH:29][CH:28]=2)[C:11](=[O:24])N2[C@@H](C3C=CC=CC=3)COC2=O)=[CH:4][CH:3]=1.C/C(/O[Si](C)(C)C)=N\[Si](C)(C)C.[F-].C([N+](CCCC)(CCCC)CCCC)CCC. The catalyst class is: 11. Product: [Cl:1][C:2]1[CH:3]=[CH:4][C:5]([N:8]2[C:11](=[O:24])[C@H:10]([S:25][CH2:26][C:27]3[CH:32]=[CH:31][C:30]([O:33][CH3:34])=[CH:29][CH:28]=3)[C@H:9]2[C:35]2[CH:36]=[CH:37][C:38]([O:39][CH2:40][C:41]([O:43][C:44]([CH3:45])([CH3:46])[CH3:47])=[O:42])=[CH:48][CH:49]=2)=[CH:6][CH:7]=1.